From a dataset of Forward reaction prediction with 1.9M reactions from USPTO patents (1976-2016). Predict the product of the given reaction. Given the reactants [CH3:1][O:2][C:3](=[O:27])[CH2:4][O:5][C:6]1[CH:15]=[CH:14][C:13](Cl)=[C:12]2[C:7]=1[C:8](Cl)=[C:9]([CH2:18][C:19]1[CH:24]=[CH:23][C:22]([Cl:25])=[CH:21][CH:20]=1)[C:10]([CH3:17])=[N:11]2.Cl, predict the reaction product. The product is: [CH3:1][O:2][C:3](=[O:27])[CH2:4][O:5][C:6]1[CH:15]=[CH:14][CH:13]=[C:12]2[C:7]=1[CH:8]=[C:9]([CH2:18][C:19]1[CH:20]=[CH:21][C:22]([Cl:25])=[CH:23][CH:24]=1)[C:10]([CH3:17])=[N:11]2.